Dataset: Catalyst prediction with 721,799 reactions and 888 catalyst types from USPTO. Task: Predict which catalyst facilitates the given reaction. (1) Reactant: [OH:1][C:2]1[CH:3]=[C:4]([CH:9]=[CH:10][C:11]=1[O:12][CH3:13])[C:5]([O:7][CH3:8])=[O:6].Cl[C:15]1[CH:20]=[CH:19][C:18]([N+:21]([O-:23])=[O:22])=[CH:17][N:16]=1.C(=O)([O-])[O-].[K+].[K+]. Product: [CH3:13][O:12][C:11]1[CH:10]=[CH:9][C:4]([C:5]([O:7][CH3:8])=[O:6])=[CH:3][C:2]=1[O:1][C:15]1[CH:20]=[CH:19][C:18]([N+:21]([O-:23])=[O:22])=[CH:17][N:16]=1. The catalyst class is: 35. (2) Reactant: [NH:1]1[CH2:6][CH2:5][CH2:4][CH2:3][CH2:2]1.Br[CH:8]([CH3:12])[C:9]([NH2:11])=[O:10]. Product: [N:1]1([CH2:12][CH2:8][C:9]([NH2:11])=[O:10])[CH2:6][CH2:5][CH2:4][CH2:3][CH2:2]1. The catalyst class is: 5. (3) Reactant: Cl.[OH:2][CH:3]([CH2:31][OH:32])[CH2:4][O:5][C:6]1[CH:11]=[CH:10][C:9]([CH2:12][CH2:13][CH2:14][CH2:15][NH:16][C:17]([NH:19][C:20]([C:22]2[C:27]([NH2:28])=[N:26][C:25]([NH2:29])=[C:24]([Cl:30])[N:23]=2)=[O:21])=[NH:18])=[CH:8][CH:7]=1.CO.O.[C:36]1(C)[CH:41]=CC(S(O)(=O)=O)=C[CH:37]=1. Product: [CH3:37][C:36]1([CH3:41])[O:2][CH:3]([CH2:4][O:5][C:6]2[CH:7]=[CH:8][C:9]([CH2:12][CH2:13][CH2:14][CH2:15][NH:16][C:17]([NH:19][C:20]([C:22]3[C:27]([NH2:28])=[N:26][C:25]([NH2:29])=[C:24]([Cl:30])[N:23]=3)=[O:21])=[NH:18])=[CH:10][CH:11]=2)[CH2:31][O:32]1. The catalyst class is: 21. (4) Reactant: Cl.[CH3:2][C:3]1[CH:8]=[C:7]([C:9]([N:11]2[C:17]3[CH:18]=[CH:19][CH:20]=[CH:21][C:16]=3[CH2:15][N:14]3[C:22]([C:25]([N:27]4[CH2:32][CH2:31][NH:30][CH2:29][CH2:28]4)=[O:26])=[CH:23][CH:24]=[C:13]3[CH2:12]2)=[O:10])[CH:6]=[CH:5][C:4]=1[C:33]1[CH:38]=[CH:37][CH:36]=[CH:35][C:34]=1[C:39]([F:42])([F:41])[F:40].C(N(CC)C(C)C)(C)C.[CH2:52]1[O:54][C@@H:53]1[CH2:55][OH:56]. Product: [CH3:2][C:3]1[CH:8]=[C:7]([C:9]([N:11]2[C:17]3[CH:18]=[CH:19][CH:20]=[CH:21][C:16]=3[CH2:15][N:14]3[C:22]([C:25]([N:27]4[CH2:28][CH2:29][N:30]([CH2:52][C@H:53]([OH:54])[CH2:55][OH:56])[CH2:31][CH2:32]4)=[O:26])=[CH:23][CH:24]=[C:13]3[CH2:12]2)=[O:10])[CH:6]=[CH:5][C:4]=1[C:33]1[CH:38]=[CH:37][CH:36]=[CH:35][C:34]=1[C:39]([F:40])([F:42])[F:41]. The catalyst class is: 5. (5) Reactant: CCN(C(C)C)C(C)C.[NH:10]1[CH2:15][CH2:14][O:13][CH2:12][CH2:11]1.Cl[C:17]1[N:22]=[CH:21][C:20]([N+:23]([O-:25])=[O:24])=[CH:19][N:18]=1. Product: [N+:23]([C:20]1[CH:19]=[N:18][C:17]([N:10]2[CH2:15][CH2:14][O:13][CH2:12][CH2:11]2)=[N:22][CH:21]=1)([O-:25])=[O:24]. The catalyst class is: 23. (6) Reactant: C(OC([N:8]1[C@@H:12]([C:13]2[CH:18]=[CH:17][CH:16]=[C:15]([C:19]([F:22])([F:21])[F:20])[CH:14]=2)[CH2:11][CH:10](C(O)=O)[C:9]1=[O:26])=O)(C)(C)C.C(O)(C(F)(F)F)=O. Product: [F:22][C:19]([F:20])([F:21])[C:15]1[CH:14]=[C:13]([C@@H:12]2[NH:8][C:9](=[O:26])[CH2:10][CH2:11]2)[CH:18]=[CH:17][CH:16]=1. The catalyst class is: 2. (7) Reactant: [CH:1]1([C:7]([C:9]2[CH:10]=[N:11][C:12]([C:15]3[CH:20]=[CH:19][C:18]([C:21]([F:24])([F:23])[F:22])=[CH:17][CH:16]=3)=[N:13][CH:14]=2)=O)[CH2:6][CH2:5][CH2:4][CH2:3][CH2:2]1.C([O-])(=O)C.[NH4+].C([BH3-])#[N:31].[Na+]. The catalyst class is: 5. Product: [CH:1]1([CH:7]([C:9]2[CH:10]=[N:11][C:12]([C:15]3[CH:20]=[CH:19][C:18]([C:21]([F:24])([F:23])[F:22])=[CH:17][CH:16]=3)=[N:13][CH:14]=2)[NH2:31])[CH2:6][CH2:5][CH2:4][CH2:3][CH2:2]1.